Predict the product of the given reaction. From a dataset of Forward reaction prediction with 1.9M reactions from USPTO patents (1976-2016). The product is: [O:1]=[C:2]1[N:7]([CH2:8][C:9]([OH:11])=[O:10])[CH2:6][C:5]2([CH2:14][CH2:15][CH2:16][CH2:17][CH2:18]2)[N:4]([C:19]2[CH:24]=[CH:23][CH:22]=[CH:21][CH:20]=2)[CH2:3]1. Given the reactants [O:1]=[C:2]1[N:7]([CH2:8][C:9]([O:11]CC)=[O:10])[CH2:6][C:5]2([CH2:18][CH2:17][CH2:16][CH2:15][CH2:14]2)[N:4]([C:19]2[CH:24]=[CH:23][CH:22]=[CH:21][CH:20]=2)[CH2:3]1.[OH-].[Na+].O=C1NCC2(CCCCC2)N(C2C=CC=CC=2)C1CC(O)=O, predict the reaction product.